This data is from Forward reaction prediction with 1.9M reactions from USPTO patents (1976-2016). The task is: Predict the product of the given reaction. (1) Given the reactants C([Li])CCC.[Br:6][C:7]1[CH:12]=[CH:11][CH:10]=[C:9]([Br:13])[C:8]=1[C:14]1[C:19](Br)=[CH:18][CH:17]=[CH:16][C:15]=1[Br:21].CO.O, predict the reaction product. The product is: [Br:6][C:7]1[CH:12]=[CH:11][CH:10]=[C:9]([Br:13])[C:8]=1[C:14]1[CH:19]=[CH:18][CH:17]=[CH:16][C:15]=1[Br:21]. (2) Given the reactants [Cl:1][C:2]1[CH:3]=[C:4]([CH:9]=[C:10]([C:14]#[N:15])[C:11]=1[O:12][CH3:13])[C:5]([O:7]C)=[O:6].O.[OH-].[Li+], predict the reaction product. The product is: [Cl:1][C:2]1[CH:3]=[C:4]([CH:9]=[C:10]([C:14]#[N:15])[C:11]=1[O:12][CH3:13])[C:5]([OH:7])=[O:6]. (3) Given the reactants [F:1][C:2]([F:17])([F:16])[C:3]1[C:12]([C:13]([OH:15])=O)=[CH:11][C:10]2[C:5](=[N:6][CH:7]=[CH:8][CH:9]=2)[N:4]=1.[C:18]1(=[O:25])[CH2:23][CH2:22][CH2:21][C:20](=[O:24])[CH2:19]1.C1(N=C=NC2CCCCC2)CCCCC1, predict the reaction product. The product is: [F:16][C:2]([F:1])([F:17])[C:3]1[C:12]([C:13]([CH:19]2[C:20](=[O:24])[CH2:21][CH2:22][CH2:23][C:18]2=[O:25])=[O:15])=[CH:11][C:10]2[C:5](=[N:6][CH:7]=[CH:8][CH:9]=2)[N:4]=1. (4) Given the reactants FC(F)(F)C(O)=O.[F:8][C:9]1[CH:10]=[C:11]([C:16]2[O:20][N:19]=[C:18]([CH2:21][CH2:22][N:23]([CH2:31][CH3:32])C(=O)OC(C)(C)C)[N:17]=2)[CH:12]=[CH:13][C:14]=1[F:15].C(=O)(O)[O-].[Na+], predict the reaction product. The product is: [F:8][C:9]1[CH:10]=[C:11]([C:16]2[O:20][N:19]=[C:18]([CH2:21][CH2:22][NH:23][CH2:31][CH3:32])[N:17]=2)[CH:12]=[CH:13][C:14]=1[F:15]. (5) The product is: [O:18]=[C:10]1[C:11]2[C:16](=[CH:15][CH:14]=[CH:13][N:12]=2)[N:2]([CH2:19][C:37]2[CH:38]=[CH:39][CH:40]=[CH:41][C:36]=2[C:32]2[CH:33]=[CH:34][CH:35]=[C:30]([C:29]([F:28])([F:45])[F:44])[CH:31]=2)[CH:3]=[C:4]1[C:5]([O:7][CH2:8][CH3:9])=[O:6]. Given the reactants C[N:2]([CH3:19])/[CH:3]=[C:4](/[C:10](=[O:18])[C:11]1[C:16](F)=[CH:15][CH:14]=[CH:13][N:12]=1)\[C:5]([O:7][CH2:8][CH3:9])=[O:6].P([O-])([O-])([O-])=O.[K+].[K+].[K+].[F:28][C:29]([F:45])([F:44])[C:30]1[CH:31]=[C:32]([C:36]2[CH:41]=[CH:40][CH:39]=[CH:38][C:37]=2CN)[CH:33]=[CH:34][CH:35]=1.O, predict the reaction product. (6) The product is: [CH2:26]([N:8]1[C:9](=[O:11])[CH:10]=[C:5]([NH:4][C:3]2[CH:17]=[CH:18][C:19]([I:21])=[CH:20][C:2]=2[F:1])[C:6]([C:12]([O:14][CH2:15][CH3:16])=[O:13])=[CH:7]1)[CH:25]=[CH2:24]. Given the reactants [F:1][C:2]1[CH:20]=[C:19]([I:21])[CH:18]=[CH:17][C:3]=1[NH:4][C:5]1[C:6]([C:12]([O:14][CH2:15][CH3:16])=[O:13])=[CH:7][NH:8][C:9](=[O:11])[CH:10]=1.[H-].[Na+].[CH2:24](Br)[CH:25]=[CH2:26], predict the reaction product.